Dataset: Catalyst prediction with 721,799 reactions and 888 catalyst types from USPTO. Task: Predict which catalyst facilitates the given reaction. (1) Product: [C:12]([O:11][C:9]([N:21]1[CH2:20][CH2:19][NH:18][C:17](=[O:16])[CH2:22]1)=[O:10])([CH3:13])([CH3:14])[CH3:15]. The catalyst class is: 2. Reactant: [C:12]([O:11][C:9](O[C:9]([O:11][C:12]([CH3:15])([CH3:14])[CH3:13])=[O:10])=[O:10])([CH3:15])([CH3:14])[CH3:13].[O:16]=[C:17]1[CH2:22][NH:21][CH2:20][CH2:19][NH:18]1. (2) Reactant: [C:1]([O:5][C:6](=[O:15])[NH:7][CH2:8][CH:9]1[CH2:14][CH2:13][NH:12][CH2:11][CH2:10]1)([CH3:4])([CH3:3])[CH3:2].Br[C:17]1[CH:22]=[CH:21][C:20]([O:23][CH2:24][CH3:25])=[CH:19][CH:18]=1.CC(C)([O-])C.[Na+].C1(P(C2CCCCC2)C2(C)CC=CC=C2C2C=CC=CC=2)CCCCC1. Product: [C:1]([O:5][C:6](=[O:15])[NH:7][CH2:8][CH:9]1[CH2:10][CH2:11][N:12]([C:17]2[CH:22]=[CH:21][C:20]([O:23][CH2:24][CH3:25])=[CH:19][CH:18]=2)[CH2:13][CH2:14]1)([CH3:4])([CH3:2])[CH3:3]. The catalyst class is: 101.